This data is from Catalyst prediction with 721,799 reactions and 888 catalyst types from USPTO. The task is: Predict which catalyst facilitates the given reaction. Reactant: [O:1]=[O+][O-].C([C:6](=P(C1C=CC=CC=1)(C1C=CC=CC=1)C1C=CC=CC=1)[C:7]([C@@H:9]([NH:14][C:15](=[O:39])[O:16][C@H:17]([CH2:22][CH2:23][C:24]1[O:25][C:26]([C:29]2[CH:34]=[CH:33][C:32]([C:35]([F:38])([F:37])[F:36])=[CH:31][CH:30]=2)=[N:27][N:28]=1)[C:18]([CH3:21])([CH3:20])[CH3:19])[CH2:10][CH2:11][CH2:12][CH3:13])=[O:8])#N.[NH:59]1[C:63]([NH2:64])=[CH:62][CH:61]=[N:60]1. Product: [O:1]=[C:6]([NH:64][C:63]1[NH:59][N:60]=[CH:61][CH:62]=1)[C:7]([C@@H:9]([NH:14][C:15](=[O:39])[O:16][C@H:17]([CH2:22][CH2:23][C:24]1[O:25][C:26]([C:29]2[CH:34]=[CH:33][C:32]([C:35]([F:36])([F:38])[F:37])=[CH:31][CH:30]=2)=[N:27][N:28]=1)[C:18]([CH3:19])([CH3:21])[CH3:20])[CH2:10][CH2:11][CH2:12][CH3:13])=[O:8]. The catalyst class is: 489.